Dataset: Tyrosyl-DNA phosphodiesterase HTS with 341,365 compounds. Task: Binary Classification. Given a drug SMILES string, predict its activity (active/inactive) in a high-throughput screening assay against a specified biological target. The compound is S(C=1N(CCN1)C(=O)c1c(F)cccc1)Cc1cccnc1. The result is 0 (inactive).